From a dataset of Reaction yield outcomes from USPTO patents with 853,638 reactions. Predict the reaction yield, written as a fraction of the theoretical maximum amount of product (1.0 means a 100% yield; for example, 0.34 means a 34% yield). (1) The reactants are Br[C:2]1[C:10]2[O:9][CH2:8][CH:7]([C:11]3[CH:16]=[CH:15][C:14]([CH:17]([CH3:19])[CH3:18])=[CH:13][CH:12]=3)[C:6]=2[C:5]([CH3:20])=[C:4]([NH:21][C:22](=[O:28])[CH2:23][C:24]([CH3:27])([CH3:26])[CH3:25])[C:3]=1[CH3:29].[N:30]1[CH:35]=[CH:34][C:33](B(O)O)=[CH:32][CH:31]=1. No catalyst specified. The product is [CH:17]([C:14]1[CH:13]=[CH:12][C:11]([CH:7]2[C:2]3[C:3]([CH3:29])=[C:4]([NH:21][C:22](=[O:28])[CH2:23][C:24]([CH3:26])([CH3:25])[CH3:27])[C:5]([CH3:20])=[C:6]([C:33]4[CH:34]=[CH:35][N:30]=[CH:31][CH:32]=4)[C:10]=3[O:9][CH2:8]2)=[CH:16][CH:15]=1)([CH3:18])[CH3:19]. The yield is 0.720. (2) The reactants are [Cl:1][C:2]1[N:3]=[CH:4][C:5]2[CH2:6][CH2:7][CH2:8][C:9]3([C:15](=[O:16])[N:14]([CH3:17])[C:13](=S)[NH:12]3)[C:10]=2[CH:11]=1.C(OO)(C)(C)C.O.CO.[NH3:28]. No catalyst specified. The product is [NH2:28][C:13]1[N:14]([CH3:17])[C:15](=[O:16])[C:9]2([N:12]=1)[CH2:8][CH2:7][CH2:6][C:5]1[CH:4]=[N:3][C:2]([Cl:1])=[CH:11][C:10]2=1. The yield is 0.316. (3) The reactants are [Cl:1][C:2]1[C:7]([O:8][C:9]2[N:14]=[C:13]3[S:15][C:16]([NH:18][C:19](=[O:22])[CH2:20]Cl)=[N:17][C:12]3=[CH:11][CH:10]=2)=[CH:6][C:5]([NH:23][C:24](=[O:36])[C:25]2[CH:30]=[CH:29][CH:28]=[C:27]([C:31]([C:34]#[N:35])([CH3:33])[CH3:32])[CH:26]=2)=[C:4]([F:37])[CH:3]=1.C(N(CC)CC)C.[CH2:45]([N:47]1[CH2:52][CH2:51][NH:50][CH2:49][CH2:48]1)[CH3:46]. The catalyst is O1CCCC1.C(OCC)(=O)C. The product is [Cl:1][C:2]1[C:7]([O:8][C:9]2[N:14]=[C:13]3[S:15][C:16]([NH:18][C:19](=[O:22])[CH2:20][N:50]4[CH2:51][CH2:52][N:47]([CH2:45][CH3:46])[CH2:48][CH2:49]4)=[N:17][C:12]3=[CH:11][CH:10]=2)=[CH:6][C:5]([NH:23][C:24](=[O:36])[C:25]2[CH:30]=[CH:29][CH:28]=[C:27]([C:31]([C:34]#[N:35])([CH3:32])[CH3:33])[CH:26]=2)=[C:4]([F:37])[CH:3]=1. The yield is 0.670. (4) The reactants are [CH3:1][C:2]1([CH3:20])[CH2:7][O:6][B:5](C2C=CC(CCCC(O)=O)=CC=2)[O:4][CH2:3]1.Br[C:22]1[CH:27]=[CH:26][C:25]([CH2:28][CH2:29][CH2:30][C:31]([NH:33][C:34]2[CH:39]=[CH:38][C:37]([S:40]([CH2:43][CH3:44])(=[O:42])=[O:41])=[C:36]([C:45]#[N:46])[CH:35]=2)=[O:32])=[C:24]([CH3:47])[CH:23]=1.CC1(C)COB(B2OCC(C)(C)CO2)OC1. No catalyst specified. The product is [C:45]([C:36]1[CH:35]=[C:34]([NH:33][C:31](=[O:32])[CH2:30][CH2:29][CH2:28][C:25]2[CH:26]=[CH:27][C:22]([B:5]3[O:6][CH2:7][C:2]([CH3:20])([CH3:1])[CH2:3][O:4]3)=[CH:23][C:24]=2[CH3:47])[CH:39]=[CH:38][C:37]=1[S:40]([CH2:43][CH3:44])(=[O:42])=[O:41])#[N:46]. The yield is 0.880. (5) The reactants are [N:1]1[CH:6]=[CH:5][CH:4]=[C:3]([CH2:7][C:8]([OH:10])=O)[CH:2]=1.[P:11]([OH:14])([OH:13])[OH:12].P(Cl)(Cl)Cl. The catalyst is ClC1C=CC=CC=1. The product is [CH:5]1[CH:6]=[N:1][CH:2]=[C:3]([CH2:7][C:8]([P:11]([OH:14])([OH:13])=[O:12])([P:11]([OH:14])([OH:13])=[O:12])[OH:10])[CH:4]=1. The yield is 0.580. (6) The product is [Br:1][C:2]1[N:3]=[CH:4][CH:5]=[CH:6][C:7]=1[C:8]([OH:10])=[O:15]. The reactants are [Br:1][C:2]1[C:7]([CH3:8])=[CH:6][CH:5]=[CH:4][N:3]=1.[Mn]([O-])(=O)(=O)=[O:10].[K+].[OH2:15]. No catalyst specified. The yield is 0.620.